Dataset: Full USPTO retrosynthesis dataset with 1.9M reactions from patents (1976-2016). Task: Predict the reactants needed to synthesize the given product. (1) Given the product [NH2:7][N:6]([CH2:8][CH2:9][OH:10])[C:2](=[O:3])[O:4][CH3:5], predict the reactants needed to synthesize it. The reactants are: Cl[C:2]([O:4][CH3:5])=[O:3].[NH:6]([CH2:8][CH2:9][OH:10])[NH2:7].C(N(CC)CC)C. (2) Given the product [N:30]1([C:20]2[CH:21]=[C:16]([NH:15][C:13]3[C:12]([C:27]([NH2:29])=[O:28])=[CH:11][N:10]=[C:9]([NH:8][C@@H:3]4[CH2:4][CH2:5][CH2:6][CH2:7][C@@H:2]4[NH2:1])[N:14]=3)[CH:17]=[CH:18][CH:19]=2)[CH:34]=[N:33][N:32]=[N:31]1, predict the reactants needed to synthesize it. The reactants are: [NH2:1][C@H:2]1[CH2:7][CH2:6][CH2:5][CH2:4][C@H:3]1[NH:8][C:9]1[N:14]=[C:13]([NH:15][C:16]2[CH:21]=[CH:20][C:19](C3ON=CC=3)=[CH:18][CH:17]=2)[C:12]([C:27]([NH2:29])=[O:28])=[CH:11][N:10]=1.[N:30]1(C2C=C(C=CC=2)N)[CH:34]=[N:33][N:32]=[N:31]1. (3) Given the product [Br:1][C:2]1[CH:3]=[C:4]([CH2:20][C:21]([Cl:26])=[O:23])[CH:5]=[C:6]([Br:19])[C:7]=1[O:8][C:9]1[CH:14]=[CH:13][C:12]([OH:15])=[C:11]([CH:16]([CH3:18])[CH3:17])[CH:10]=1, predict the reactants needed to synthesize it. The reactants are: [Br:1][C:2]1[CH:3]=[C:4]([CH2:20][C:21]([OH:23])=O)[CH:5]=[C:6]([Br:19])[C:7]=1[O:8][C:9]1[CH:14]=[CH:13][C:12]([OH:15])=[C:11]([CH:16]([CH3:18])[CH3:17])[CH:10]=1.S(Cl)([Cl:26])=O. (4) Given the product [Cl:1][C:2]1[N:11]=[CH:10][C:5]2[O:6][CH2:7][CH2:8][N:9]([C:13]3[CH:18]=[N:17][C:16]([O:19][CH3:20])=[C:15]([CH3:21])[CH:14]=3)[C:4]=2[CH:3]=1, predict the reactants needed to synthesize it. The reactants are: [Cl:1][C:2]1[N:11]=[CH:10][C:5]2[O:6][CH2:7][CH2:8][NH:9][C:4]=2[CH:3]=1.Br[C:13]1[CH:14]=[C:15]([CH3:21])[C:16]([O:19][CH3:20])=[N:17][CH:18]=1.C([O-])([O-])=O.[Cs+].[Cs+].